Dataset: Reaction yield outcomes from USPTO patents with 853,638 reactions. Task: Predict the reaction yield, written as a fraction of the theoretical maximum amount of product (1.0 means a 100% yield; for example, 0.34 means a 34% yield). The reactants are [N+:1]([C:4]1[CH:5]=[N:6][CH:7]=[CH:8][C:9]=1[NH:10][C:11]1[CH:16]=[CH:15][CH:14]=[CH:13][CH:12]=1)([O-])=O. The catalyst is CO.[Pd]. The product is [C:11]1([NH:10][C:9]2[CH:8]=[CH:7][N:6]=[CH:5][C:4]=2[NH2:1])[CH:12]=[CH:13][CH:14]=[CH:15][CH:16]=1. The yield is 1.00.